From a dataset of Full USPTO retrosynthesis dataset with 1.9M reactions from patents (1976-2016). Predict the reactants needed to synthesize the given product. (1) Given the product [Br:21][C:13]1[CH:14]=[C:15]([O:19][CH3:20])[CH:16]=[C:17]2[C:12]=1[CH2:11][CH2:10][C:9](=[O:22])[N:8]2[C:3]1[CH:4]=[CH:5][CH:6]=[CH:7][C:2]=1[Cl:1], predict the reactants needed to synthesize it. The reactants are: [Cl:1][C:2]1[CH:7]=[CH:6][CH:5]=[CH:4][C:3]=1[NH:8][C:9](=[O:22])[CH2:10][CH2:11][C:12]1[C:17](Br)=[CH:16][C:15]([O:19][CH3:20])=[CH:14][C:13]=1[Br:21].C(=O)([O-])[O-].[K+].[K+]. (2) Given the product [Cl:1][C:2]1[C:3]([NH:23][C:24]2[CH:28]=[C:27]([CH3:29])[NH:26][N:25]=2)=[N:4][C:5]([NH:8][C:9]2[CH:14]=[C:13]([CH3:15])[C:12]([CH:16]3[CH2:17][CH2:18][N:19]([S:38]([CH3:37])(=[O:40])=[O:39])[CH2:20][CH2:21]3)=[CH:11][C:10]=2[F:22])=[N:6][CH:7]=1, predict the reactants needed to synthesize it. The reactants are: [Cl:1][C:2]1[C:3]([NH:23][C:24]2[CH:28]=[C:27]([CH3:29])[NH:26][N:25]=2)=[N:4][C:5]([NH:8][C:9]2[CH:14]=[C:13]([CH3:15])[C:12]([CH:16]3[CH2:21][CH2:20][NH:19][CH2:18][CH2:17]3)=[CH:11][C:10]=2[F:22])=[N:6][CH:7]=1.C(N(CC)CC)C.[CH3:37][S:38](Cl)(=[O:40])=[O:39]. (3) The reactants are: [CH:1]1([C@H:7]([NH:32][C:33](=[O:38])[C@H:34]([CH3:37])[NH:35][CH3:36])[C:8]([N:10]2[C@H:15]([C:16]([NH:18][C@H:19]3[C:28]4[C:23](=[CH:24][CH:25]=[CH:26][CH:27]=4)[O:22][CH2:21][CH2:20]3)=[O:17])[CH2:14][N:13]3[CH2:29][CH2:30][CH2:31][C@@H:12]3[CH2:11]2)=[O:9])[CH2:6][CH2:5][CH2:4][CH2:3][CH2:2]1.C(OCC)(=O)C.[ClH:45]. Given the product [ClH:45].[ClH:45].[CH:1]1([C@H:7]([NH:32][C:33](=[O:38])[C@H:34]([CH3:37])[NH:35][CH3:36])[C:8]([N:10]2[C@H:15]([C:16]([NH:18][C@H:19]3[C:28]4[C:23](=[CH:24][CH:25]=[CH:26][CH:27]=4)[O:22][CH2:21][CH2:20]3)=[O:17])[CH2:14][N:13]3[CH2:29][CH2:30][CH2:31][C@@H:12]3[CH2:11]2)=[O:9])[CH2:6][CH2:5][CH2:4][CH2:3][CH2:2]1, predict the reactants needed to synthesize it. (4) Given the product [F:14][C:15]1[CH:16]=[C:17]([S:21][C@@H:3]2[CH:4]3[CH2:7][CH2:8][N:1]([CH2:6][CH2:5]3)[CH2:2]2)[CH:18]=[CH:19][CH:20]=1, predict the reactants needed to synthesize it. The reactants are: [N:1]12[CH2:8][CH2:7][CH:4]([CH2:5][CH2:6]1)[C@H:3](OS(C)(=O)=O)[CH2:2]2.[F:14][C:15]1[CH:16]=[C:17]([SH:21])[CH:18]=[CH:19][CH:20]=1. (5) Given the product [CH3:15][N:14]([CH3:16])[C:4]1[N:3]=[C:2]([C:19]2[CH:20]=[C:21]([NH:24][C:25](=[O:36])[C:26]3[CH:31]=[CH:30][CH:29]=[C:28]([C:32]([F:33])([F:35])[F:34])[CH:27]=3)[CH:22]=[N:23][C:18]=2[CH3:17])[CH:7]=[C:6]([N:8]2[CH2:13][CH2:12][O:11][CH2:10][CH2:9]2)[N:5]=1, predict the reactants needed to synthesize it. The reactants are: Cl[C:2]1[CH:7]=[C:6]([N:8]2[CH2:13][CH2:12][O:11][CH2:10][CH2:9]2)[N:5]=[C:4]([N:14]([CH3:16])[CH3:15])[N:3]=1.[CH3:17][C:18]1[N:23]=[CH:22][C:21]([NH:24][C:25](=[O:36])[C:26]2[CH:31]=[CH:30][CH:29]=[C:28]([C:32]([F:35])([F:34])[F:33])[CH:27]=2)=[CH:20][C:19]=1B1OC(C)(C)C(C)(C)O1.C(Cl)Cl.C(=O)([O-])[O-].[Na+].[Na+]. (6) Given the product [Cl:1][C:2]1[CH:7]=[C:6]([N+:8]([O-:10])=[O:9])[CH:5]=[C:4]([Cl:11])[C:3]=1[S:25][C:19]1[CH:24]=[CH:23][CH:22]=[CH:21][CH:20]=1, predict the reactants needed to synthesize it. The reactants are: [Cl:1][C:2]1[CH:7]=[C:6]([N+:8]([O-:10])=[O:9])[CH:5]=[C:4]([Cl:11])[C:3]=1F.C(=O)([O-])[O-].[K+].[K+].[C:19]1([SH:25])[CH:24]=[CH:23][CH:22]=[CH:21][CH:20]=1.